Dataset: Full USPTO retrosynthesis dataset with 1.9M reactions from patents (1976-2016). Task: Predict the reactants needed to synthesize the given product. (1) Given the product [CH2:24]([C:15]([C:7]1[C:6]2[N:2]([CH3:1])[C:3](=[O:19])[NH:4][C:5]=2[C:10]([C:11]([F:14])([F:13])[F:12])=[CH:9][CH:8]=1)=[CH:20][CH3:21])[CH3:25], predict the reactants needed to synthesize it. The reactants are: [CH3:1][N:2]1[C:6]2[C:7]([C:15](OC)=O)=[CH:8][CH:9]=[C:10]([C:11]([F:14])([F:13])[F:12])[C:5]=2[NH:4][C:3]1=[O:19].[CH2:20]([Mg]Br)[CH3:21].[CH2:24](OCC)[CH3:25].Cl. (2) The reactants are: [NH:1]1[C:11]2[C:6](=[CH:7][CH:8]=[CH:9][CH:10]=2)[C:4](=O)[C:2]1=[O:3].[CH2:12]([C:18]([NH:20][NH2:21])=[O:19])[CH2:13][CH2:14][CH2:15][CH2:16]C. Given the product [CH2:2]([N:1]1[C:11]2[C:6](=[CH:7][CH:8]=[CH:9][CH:10]=2)/[C:4](=[N:21]/[NH:20][C:18](=[O:19])[CH2:12][CH2:13][CH2:14][CH2:15][CH3:16])/[C:2]1=[O:3])[CH2:4][CH2:6][CH2:7][CH2:8][CH3:9], predict the reactants needed to synthesize it. (3) Given the product [F:1][C:2]1[CH:7]=[C:6]([F:8])[C:5]([C:9]2[C:18]3[C:13](=[CH:14][C:15]([N:19]4[CH2:24][CH2:23][O:22][CH2:21][CH2:20]4)=[CH:16][CH:17]=3)[N:12]=[CH:11][N:10]=2)=[CH:4][C:3]=1[CH:25]([C:28]1[C:33]([O:34][CH3:35])=[N:32][CH:31]=[CH:30][N:29]=1)[C:26]([NH2:27])=[O:36], predict the reactants needed to synthesize it. The reactants are: [F:1][C:2]1[CH:7]=[C:6]([F:8])[C:5]([C:9]2[C:18]3[C:13](=[CH:14][C:15]([N:19]4[CH2:24][CH2:23][O:22][CH2:21][CH2:20]4)=[CH:16][CH:17]=3)[N:12]=[CH:11][N:10]=2)=[CH:4][C:3]=1[CH:25]([C:28]1[C:33]([O:34][CH3:35])=[N:32][CH:31]=[CH:30][N:29]=1)[C:26]#[N:27].[OH:36]S(O)(=O)=O.[OH-].[Na+].